This data is from Full USPTO retrosynthesis dataset with 1.9M reactions from patents (1976-2016). The task is: Predict the reactants needed to synthesize the given product. (1) Given the product [CH3:23][Si:22]([N:2]([CH2:3][C:4]([O:6][CH2:7][CH3:8])=[O:5])[Si:22]([CH3:25])([CH3:24])[CH3:23])([CH3:25])[CH3:24], predict the reactants needed to synthesize it. The reactants are: Cl.[NH2:2][CH2:3][C:4]([O:6][CH2:7][CH3:8])=[O:5].C(N(CC)CC)C.FC(F)(F)S(O[Si:22]([CH3:25])([CH3:24])[CH3:23])(=O)=O. (2) Given the product [CH2:1]([NH:8][C:9]1[N:14]2[N:15]=[CH:16][C:17]([C:18]([NH:38][S:35]([CH3:34])(=[O:37])=[O:36])=[O:20])=[C:13]2[N:12]=[CH:11][C:10]=1[C:21]([N:23]1[CH2:28][CH2:27][CH:26]([C:29]2[O:30][CH:31]=[CH:32][N:33]=2)[CH2:25][CH2:24]1)=[O:22])[C:2]1[CH:7]=[CH:6][CH:5]=[CH:4][CH:3]=1, predict the reactants needed to synthesize it. The reactants are: [CH2:1]([NH:8][C:9]1[N:14]2[N:15]=[CH:16][C:17]([C:18]([OH:20])=O)=[C:13]2[N:12]=[CH:11][C:10]=1[C:21]([N:23]1[CH2:28][CH2:27][CH:26]([C:29]2[O:30][CH:31]=[CH:32][N:33]=2)[CH2:25][CH2:24]1)=[O:22])[C:2]1[CH:7]=[CH:6][CH:5]=[CH:4][CH:3]=1.[CH3:34][S:35]([NH2:38])(=[O:37])=[O:36]. (3) Given the product [O:1]=[C:2]1[C:7]([CH2:8][C:9]2[CH:10]=[CH:11][C:12]([C:15]3[C:16]([C:21]#[N:22])=[CH:17][CH:18]=[CH:19][CH:20]=3)=[CH:13][CH:14]=2)=[C:6]([CH2:23][CH2:24][CH3:25])[N:5]2[N:26]=[CH:27][N:28]=[C:4]2[N:3]1[CH:29]1[CH2:30][CH2:31][C:32]2([O:42][C@H:38]3[CH2:37][O:36][CH2:40][C@H:39]3[O:35]2)[CH2:33][CH2:34]1, predict the reactants needed to synthesize it. The reactants are: [O:1]=[C:2]1[C:7]([CH2:8][C:9]2[CH:14]=[CH:13][C:12]([C:15]3[C:16]([C:21]#[N:22])=[CH:17][CH:18]=[CH:19][CH:20]=3)=[CH:11][CH:10]=2)=[C:6]([CH2:23][CH2:24][CH3:25])[N:5]2[N:26]=[CH:27][N:28]=[C:4]2[N:3]1[CH:29]1[CH2:34][CH2:33][C:32](=[O:35])[CH2:31][CH2:30]1.[O:36]1[CH2:40][CH:39](O)[CH:38]([OH:42])[CH2:37]1.O.C1(C)C=CC(S(O)(=O)=O)=CC=1. (4) Given the product [CH2:3]([N:11]1[CH2:24][CH2:23][C:22]2[C:21]3[CH:20]=[CH:19][C:18]([C:25]4[CH:30]=[CH:29][CH:28]=[CH:27][CH:26]=4)=[CH:17][C:16]=3[NH:15][C:14]=2[CH2:13][CH2:12]1)[C:4]1[CH:5]=[CH:6][CH:7]=[CH:8][CH:9]=1, predict the reactants needed to synthesize it. The reactants are: [Li].[H-].[C:3]([N:11]1[CH2:24][CH2:23][C:22]2[C:21]3[CH:20]=[CH:19][C:18]([C:25]4[CH:30]=[CH:29][CH:28]=[CH:27][CH:26]=4)=[CH:17][C:16]=3[NH:15][C:14]=2[CH2:13][CH2:12]1)(=O)[C:4]1[CH:9]=[CH:8][CH:7]=[CH:6][CH:5]=1.CCOC(C)=O.CCCCCCC. (5) Given the product [CH3:1][O:2][N:3]([C:25]([C:38]1[CH:43]=[CH:42][CH:41]=[CH:40][CH:39]=1)([C:26]1[CH:31]=[CH:30][CH:29]=[CH:28][CH:27]=1)[C:32]1[CH:33]=[CH:34][CH:35]=[CH:36][CH:37]=1)[C:4]1[NH:5][C:6](=[O:24])[C:7]2[N:8]=[CH:9][N:10]([C@@H:13]3[O:18][C@H:17]([CH2:19][O:20][Si:44]([C:47]([CH3:50])([CH3:49])[CH3:48])([CH3:46])[CH3:45])[C@@H:15]([OH:16])[C@@:14]3([C:22]#[CH:23])[F:21])[C:11]=2[N:12]=1, predict the reactants needed to synthesize it. The reactants are: [CH3:1][O:2][N:3]([C:25]([C:38]1[CH:43]=[CH:42][CH:41]=[CH:40][CH:39]=1)([C:32]1[CH:37]=[CH:36][CH:35]=[CH:34][CH:33]=1)[C:26]1[CH:31]=[CH:30][CH:29]=[CH:28][CH:27]=1)[C:4]1[NH:5][C:6](=[O:24])[C:7]2[N:8]=[CH:9][N:10]([C@@H:13]3[O:18][C@H:17]([CH2:19][OH:20])[C@@H:15]([OH:16])[C@@:14]3([C:22]#[CH:23])[F:21])[C:11]=2[N:12]=1.[Si:44](Cl)([C:47]([CH3:50])([CH3:49])[CH3:48])([CH3:46])[CH3:45]. (6) The reactants are: [CH2:1]([C:3]1[CH:8]=[CH:7][C:6]([S:9](Cl)(=[O:11])=[O:10])=[CH:5][CH:4]=1)[CH3:2].[CH2:13]([NH:20][C:21](=[O:42])[CH2:22][C:23]1[CH:24]=[C:25]2[C:30](=[CH:31][CH:32]=1)[O:29][C:28]([CH3:34])([CH3:33])[CH:27]([OH:35])[CH:26]2[NH:36][CH2:37][C:38]([CH3:41])([CH3:40])[CH3:39])[C:14]1[CH:19]=[CH:18][CH:17]=[CH:16][CH:15]=1.C(N(CC)CC)C.O. Given the product [CH2:13]([NH:20][C:21](=[O:42])[CH2:22][C:23]1[CH:24]=[C:25]2[C:30](=[CH:31][CH:32]=1)[O:29][C:28]([CH3:34])([CH3:33])[CH:27]([OH:35])[CH:26]2[N:36]([S:9]([C:6]1[CH:7]=[CH:8][C:3]([CH2:1][CH3:2])=[CH:4][CH:5]=1)(=[O:11])=[O:10])[CH2:37][C:38]([CH3:41])([CH3:40])[CH3:39])[C:14]1[CH:19]=[CH:18][CH:17]=[CH:16][CH:15]=1, predict the reactants needed to synthesize it. (7) Given the product [CH2:1]([O:8][CH2:9][CH2:10][NH:34][C:31]1[CH:30]=[CH:29][C:28]([NH:27][C:24]2[C:25]3[S:26][C:18]([C:12]4[CH:17]=[CH:16][CH:15]=[CH:14][CH:13]=4)=[CH:19][C:20]=3[N:21]=[CH:22][N:23]=2)=[CH:33][CH:32]=1)[C:2]1[CH:7]=[CH:6][CH:5]=[CH:4][CH:3]=1, predict the reactants needed to synthesize it. The reactants are: [CH2:1]([O:8][CH2:9][CH:10]=O)[C:2]1[CH:7]=[CH:6][CH:5]=[CH:4][CH:3]=1.[C:12]1([C:18]2[S:26][C:25]3[C:24]([NH:27][C:28]4[CH:33]=[CH:32][C:31]([NH2:34])=[CH:30][CH:29]=4)=[N:23][CH:22]=[N:21][C:20]=3[CH:19]=2)[CH:17]=[CH:16][CH:15]=[CH:14][CH:13]=1.